Dataset: Full USPTO retrosynthesis dataset with 1.9M reactions from patents (1976-2016). Task: Predict the reactants needed to synthesize the given product. (1) Given the product [C:85]([O:84][C:82]([N:79]1[CH2:78][CH2:77][CH:76]([NH:75][C:26](=[O:27])[C:25]2[CH:29]=[CH:30][C:22]([NH:21][C:19]3[N:18]=[CH:17][C:8]4[N:9]([CH3:16])[C:10](=[O:15])[C:11]([F:13])([F:14])[CH2:12][N:6]([CH:1]5[CH2:5][CH2:4][CH2:3][CH2:2]5)[C:7]=4[N:20]=3)=[C:23]([F:31])[CH:24]=2)[CH2:81][CH2:80]1)=[O:83])([CH3:88])([CH3:87])[CH3:86], predict the reactants needed to synthesize it. The reactants are: [CH:1]1([N:6]2[CH2:12][C:11]([F:14])([F:13])[C:10](=[O:15])[N:9]([CH3:16])[C:8]3[CH:17]=[N:18][C:19]([NH:21][C:22]4[CH:30]=[CH:29][C:25]([C:26](O)=[O:27])=[CH:24][C:23]=4[F:31])=[N:20][C:7]2=3)[CH2:5][CH2:4][CH2:3][CH2:2]1.ON1C2C=CC=CC=2N=N1.F[P-](F)(F)(F)(F)F.CN(C(N(C)C)=[N+]1C2C=CC=CC=2[N+]([O-])=N1)C.C(N(C(C)C)CC)(C)C.[NH2:75][CH:76]1[CH2:81][CH2:80][N:79]([C:82]([O:84][C:85]([CH3:88])([CH3:87])[CH3:86])=[O:83])[CH2:78][CH2:77]1. (2) Given the product [Br:60][C:61]1[C:70]([C@@H:71]([OH:22])[CH2:72][OH:59])=[C:69]([CH3:73])[CH:68]=[C:67]2[C:62]=1[CH:63]=[CH:64][CH:65]=[N:66]2, predict the reactants needed to synthesize it. The reactants are: CC[C@@H]1[C@@H]2C[C@H]([C@@H](OC3C4C(=CC=CC=4)C(O[C@@H](C4C=CN=C5C=4C=C(OC)C=C5)[C@@H]4N5C[C@H](CC)[C@@H](CC5)C4)=NN=3)C3C=CN=C4C=3C=C([O:22]C)C=C4)N(CC2)C1.[OH2:59].[Br:60][C:61]1[C:70]([CH:71]=[CH2:72])=[C:69]([CH3:73])[CH:68]=[C:67]2[C:62]=1[CH:63]=[CH:64][CH:65]=[N:66]2. (3) The reactants are: [Cl:1][C:2]1[CH:15]=[CH:14][C:5]([CH2:6][NH:7]C(=O)C(F)(F)F)=[CH:4][C:3]=1[C:16]1[NH:20][C:19](=[O:21])[N:18]([C:22]2[CH:27]=[CH:26][C:25]([C:28]#[C:29][CH:30]3[CH2:32][CH2:31]3)=[CH:24][C:23]=2[F:33])[N:17]=1.[OH-].[K+].O. Given the product [NH2:7][CH2:6][C:5]1[CH:14]=[CH:15][C:2]([Cl:1])=[C:3]([C:16]2[NH:20][C:19](=[O:21])[N:18]([C:22]3[CH:27]=[CH:26][C:25]([C:28]#[C:29][CH:30]4[CH2:32][CH2:31]4)=[CH:24][C:23]=3[F:33])[N:17]=2)[CH:4]=1, predict the reactants needed to synthesize it. (4) Given the product [CH3:16][C:17]1[CH:18]=[CH:19][C:20]([CH2:21][N:22]2[CH:26]=[N:25][C:24]([NH:27][C:2]3[CH:3]=[CH:4][C:5]([N:10]4[CH:14]=[C:13]([CH3:15])[N:12]=[CH:11]4)=[C:6]([CH:9]=3)[C:7]#[N:8])=[N:23]2)=[CH:28][CH:29]=1, predict the reactants needed to synthesize it. The reactants are: Br[C:2]1[CH:3]=[CH:4][C:5]([N:10]2[CH:14]=[C:13]([CH3:15])[N:12]=[CH:11]2)=[C:6]([CH:9]=1)[C:7]#[N:8].[CH3:16][C:17]1[CH:29]=[CH:28][C:20]([CH2:21][N:22]2[CH:26]=[N:25][C:24]([NH2:27])=[N:23]2)=[CH:19][CH:18]=1. (5) Given the product [Cl:1][C:2]1[CH:7]=[C:6]([C:8]([NH:18][C:17]2[CH:19]=[CH:20][C:14]([O:13][CH3:12])=[CH:15][C:16]=2[N+:21]([O-:23])=[O:22])=[O:9])[CH:5]=[C:4]([Cl:11])[N:3]=1, predict the reactants needed to synthesize it. The reactants are: [Cl:1][C:2]1[CH:7]=[C:6]([C:8](Cl)=[O:9])[CH:5]=[C:4]([Cl:11])[N:3]=1.[CH3:12][O:13][C:14]1[CH:20]=[CH:19][C:17]([NH2:18])=[C:16]([N+:21]([O-:23])=[O:22])[CH:15]=1.